From a dataset of Full USPTO retrosynthesis dataset with 1.9M reactions from patents (1976-2016). Predict the reactants needed to synthesize the given product. (1) Given the product [F:32][C:2]1([F:1])[CH2:7][CH2:6][N:5]([C:8]([C:10]2[N:11]([C:39]3[CH:38]=[CH:37][CH:36]=[C:35]([C:34]([F:45])([F:44])[F:33])[CH:40]=3)[C:12]3[C:17]([CH:18]=2)=[CH:16][C:15]([C:19]([N:21]2[CH2:22][CH2:23][CH:24]([N:27]4[CH2:31][CH2:30][CH2:29][CH2:28]4)[CH2:25][CH2:26]2)=[O:20])=[CH:14][CH:13]=3)=[O:9])[CH2:4][CH2:3]1, predict the reactants needed to synthesize it. The reactants are: [F:1][C:2]1([F:32])[CH2:7][CH2:6][N:5]([C:8]([C:10]2[NH:11][C:12]3[C:17]([CH:18]=2)=[CH:16][C:15]([C:19]([N:21]2[CH2:26][CH2:25][CH:24]([N:27]4[CH2:31][CH2:30][CH2:29][CH2:28]4)[CH2:23][CH2:22]2)=[O:20])=[CH:14][CH:13]=3)=[O:9])[CH2:4][CH2:3]1.[F:33][C:34]([F:45])([F:44])[C:35]1[CH:36]=[C:37](B(O)O)[CH:38]=[CH:39][CH:40]=1.N1C=CC=CC=1. (2) The reactants are: [H-].[Na+].[Br:3][C:4]1[C:12]2[C:7](=[N:8][CH:9]=[CH:10][CH:11]=2)[NH:6][CH:5]=1.[C:13]1([S:19](Cl)(=[O:21])=[O:20])[CH:18]=[CH:17][CH:16]=[CH:15][CH:14]=1. Given the product [Br:3][C:4]1[C:12]2[C:7](=[N:8][CH:9]=[CH:10][CH:11]=2)[N:6]([S:19]([C:13]2[CH:18]=[CH:17][CH:16]=[CH:15][CH:14]=2)(=[O:21])=[O:20])[CH:5]=1, predict the reactants needed to synthesize it.